This data is from Forward reaction prediction with 1.9M reactions from USPTO patents (1976-2016). The task is: Predict the product of the given reaction. (1) Given the reactants IC1C2C(=NC3C(C=2)=CC=CC=3)C(C(OC)=O)=CC=1.[I:20][C:21]1[CH:22]=[C:23]2[C:32](=[CH:33][CH:34]=1)[CH2:31][C:30]1[CH:29]=[CH:28][CH:27]=[C:26]([C:35]([O:37][CH3:38])=[O:36])[C:25]=1[NH:24]2, predict the reaction product. The product is: [I:20][C:21]1[CH:22]=[C:23]2[C:32](=[CH:33][CH:34]=1)[CH:31]=[C:30]1[C:25]([C:26]([C:35]([O:37][CH3:38])=[O:36])=[CH:27][CH:28]=[CH:29]1)=[N:24]2. (2) Given the reactants [Cl:1][C:2]1[CH:11]=[CH:10][C:5]2[C:6](=[O:9])[NH:7][S:8][C:4]=2[CH:3]=1.[CH:12]1([N:18]=[C:19]=[O:20])[CH2:17][CH2:16][CH2:15][CH2:14][CH2:13]1, predict the reaction product. The product is: [CH:12]1([NH:18][C:19]([N:7]2[C:6](=[O:9])[C:5]3[CH:10]=[CH:11][C:2]([Cl:1])=[CH:3][C:4]=3[S:8]2)=[O:20])[CH2:17][CH2:16][CH2:15][CH2:14][CH2:13]1. (3) Given the reactants [Br:1][C:2]1[CH:3]=[CH:4][C:5](=[O:13])[N:6]([CH2:8][C:9](OC)=[O:10])[CH:7]=1.[CH3:14][NH2:15], predict the reaction product. The product is: [Br:1][C:2]1[CH:3]=[CH:4][C:5](=[O:13])[N:6]([CH2:8][C:9]([NH:15][CH3:14])=[O:10])[CH:7]=1. (4) Given the reactants Cl[CH2:2][C:3]([C@@H:5]1[CH2:10][CH2:9][CH2:8][CH2:7][C@H:6]1[C:11]([O:13][CH3:14])=[O:12])=O.[F:15][C:16]1([F:23])[CH2:19][CH:18]([C:20](=[S:22])[NH2:21])[CH2:17]1, predict the reaction product. The product is: [F:15][C:16]1([F:23])[CH2:19][CH:18]([C:20]2[S:22][CH:2]=[C:3]([C@@H:5]3[CH2:10][CH2:9][CH2:8][CH2:7][C@H:6]3[C:11]([O:13][CH3:14])=[O:12])[N:21]=2)[CH2:17]1. (5) Given the reactants [Br:1][C:2]1[CH:3]=[C:4]([CH:18]=[C:19]([CH2:21][OH:22])[CH:20]=1)[CH2:5][O:6][C:7]1[CH:12]=[CH:11][CH:10]=[CH:9][C:8]=1[CH2:13][C:14]([O:16][CH3:17])=[O:15].CC1(C)N([O])C(C)(C)CCC1.P([O-])([O-])([O-])=[O:35].[O-]Cl=O.[Na+].[O-]Cl.[Na+].[O-]S([O-])=O.[Na+].[Na+].Cl, predict the reaction product. The product is: [Br:1][C:2]1[CH:20]=[C:19]([CH:18]=[C:4]([CH2:5][O:6][C:7]2[CH:12]=[CH:11][CH:10]=[CH:9][C:8]=2[CH2:13][C:14]([O:16][CH3:17])=[O:15])[CH:3]=1)[C:21]([OH:35])=[O:22].